Dataset: NCI-60 drug combinations with 297,098 pairs across 59 cell lines. Task: Regression. Given two drug SMILES strings and cell line genomic features, predict the synergy score measuring deviation from expected non-interaction effect. (1) Drug 1: CN1CCC(CC1)COC2=C(C=C3C(=C2)N=CN=C3NC4=C(C=C(C=C4)Br)F)OC. Drug 2: CCN(CC)CCNC(=O)C1=C(NC(=C1C)C=C2C3=C(C=CC(=C3)F)NC2=O)C. Cell line: DU-145. Synergy scores: CSS=10.1, Synergy_ZIP=-3.88, Synergy_Bliss=1.66, Synergy_Loewe=-4.34, Synergy_HSA=-0.561. (2) Drug 1: CS(=O)(=O)C1=CC(=C(C=C1)C(=O)NC2=CC(=C(C=C2)Cl)C3=CC=CC=N3)Cl. Drug 2: CN1CCC(CC1)COC2=C(C=C3C(=C2)N=CN=C3NC4=C(C=C(C=C4)Br)F)OC. Cell line: NCIH23. Synergy scores: CSS=0.907, Synergy_ZIP=-2.43, Synergy_Bliss=-4.18, Synergy_Loewe=-6.48, Synergy_HSA=-5.05. (3) Drug 1: CN1CCC(CC1)COC2=C(C=C3C(=C2)N=CN=C3NC4=C(C=C(C=C4)Br)F)OC. Drug 2: C1C(C(OC1N2C=NC(=NC2=O)N)CO)O. Cell line: K-562. Synergy scores: CSS=53.0, Synergy_ZIP=1.15, Synergy_Bliss=0.841, Synergy_Loewe=1.85, Synergy_HSA=3.14. (4) Drug 1: CC1CCC2CC(C(=CC=CC=CC(CC(C(=O)C(C(C(=CC(C(=O)CC(OC(=O)C3CCCCN3C(=O)C(=O)C1(O2)O)C(C)CC4CCC(C(C4)OC)OCCO)C)C)O)OC)C)C)C)OC. Drug 2: C(CCl)NC(=O)N(CCCl)N=O. Cell line: RXF 393. Synergy scores: CSS=8.00, Synergy_ZIP=-4.22, Synergy_Bliss=-3.45, Synergy_Loewe=-2.90, Synergy_HSA=-2.84. (5) Drug 1: CC1=C(C(CCC1)(C)C)C=CC(=CC=CC(=CC(=O)O)C)C. Drug 2: CCCCC(=O)OCC(=O)C1(CC(C2=C(C1)C(=C3C(=C2O)C(=O)C4=C(C3=O)C=CC=C4OC)O)OC5CC(C(C(O5)C)O)NC(=O)C(F)(F)F)O. Cell line: PC-3. Synergy scores: CSS=44.8, Synergy_ZIP=1.79, Synergy_Bliss=-0.468, Synergy_Loewe=-16.9, Synergy_HSA=-1.23. (6) Drug 1: CC1=C(N=C(N=C1N)C(CC(=O)N)NCC(C(=O)N)N)C(=O)NC(C(C2=CN=CN2)OC3C(C(C(C(O3)CO)O)O)OC4C(C(C(C(O4)CO)O)OC(=O)N)O)C(=O)NC(C)C(C(C)C(=O)NC(C(C)O)C(=O)NCCC5=NC(=CS5)C6=NC(=CS6)C(=O)NCCC[S+](C)C)O. Drug 2: CC(C)(C#N)C1=CC(=CC(=C1)CN2C=NC=N2)C(C)(C)C#N. Cell line: NCI-H322M. Synergy scores: CSS=2.50, Synergy_ZIP=-2.20, Synergy_Bliss=-2.14, Synergy_Loewe=-3.44, Synergy_HSA=-2.49.